This data is from Aqueous solubility values for 9,982 compounds from the AqSolDB database. The task is: Regression/Classification. Given a drug SMILES string, predict its absorption, distribution, metabolism, or excretion properties. Task type varies by dataset: regression for continuous measurements (e.g., permeability, clearance, half-life) or binary classification for categorical outcomes (e.g., BBB penetration, CYP inhibition). For this dataset (solubility_aqsoldb), we predict Y. (1) The drug is Cl.O=C(O)[C@@H]1C[C@@H](C2CCCCC2)CN1. The Y is 0.631 log mol/L. (2) The molecule is O=[N+]([O-])c1ccccc1NS(=O)(=O)c1ccccc1. The Y is -4.01 log mol/L.